From a dataset of NCI-60 drug combinations with 297,098 pairs across 59 cell lines. Regression. Given two drug SMILES strings and cell line genomic features, predict the synergy score measuring deviation from expected non-interaction effect. (1) Drug 1: C1=CN(C(=O)N=C1N)C2C(C(C(O2)CO)O)O.Cl. Drug 2: CC(C)CN1C=NC2=C1C3=CC=CC=C3N=C2N. Cell line: NCI-H460. Synergy scores: CSS=52.3, Synergy_ZIP=3.36, Synergy_Bliss=5.54, Synergy_Loewe=-1.26, Synergy_HSA=5.77. (2) Drug 1: CN(C)C1=NC(=NC(=N1)N(C)C)N(C)C. Drug 2: C(CN)CNCCSP(=O)(O)O. Cell line: T-47D. Synergy scores: CSS=-6.08, Synergy_ZIP=1.52, Synergy_Bliss=0.476, Synergy_Loewe=-5.81, Synergy_HSA=-5.33. (3) Synergy scores: CSS=12.1, Synergy_ZIP=11.4, Synergy_Bliss=15.4, Synergy_Loewe=7.56, Synergy_HSA=5.89. Drug 1: CC(C)NC(=O)C1=CC=C(C=C1)CNNC.Cl. Drug 2: C(CN)CNCCSP(=O)(O)O. Cell line: LOX IMVI.